From a dataset of Full USPTO retrosynthesis dataset with 1.9M reactions from patents (1976-2016). Predict the reactants needed to synthesize the given product. (1) Given the product [Br:1][C:2]1[CH:3]=[C:4]([C:19]2[N:23]=[C:22]([C:24]([N:26]([CH2:38][CH3:39])[CH2:27][C:28]3[CH:33]=[CH:32][CH:31]=[C:30]([C:34]([F:37])([F:36])[F:35])[CH:29]=3)=[O:25])[O:21][N:20]=2)[CH:5]=[C:6]([Br:18])[C:7]=1[OH:8], predict the reactants needed to synthesize it. The reactants are: [Br:1][C:2]1[CH:3]=[C:4]([C:19]2[N:23]=[C:22]([C:24]([NH:26][CH2:27][C:28]3[CH:33]=[CH:32][CH:31]=[C:30]([C:34]([F:37])([F:36])[F:35])[CH:29]=3)=[O:25])[O:21][N:20]=2)[CH:5]=[C:6]([Br:18])[C:7]=1[O:8]CC1C=CC(OC)=CC=1.[CH3:38][C:39](C)([O-])C.[Na+].C(I)C.O. (2) The reactants are: [Cl:1][C:2]1[C:7]([Cl:8])=[C:6]([C:9]([OH:18])([C:14]([F:17])([F:16])[F:15])[C:10]([F:13])([F:12])[F:11])[CH:5]=[CH:4][C:3]=1[C:19]1[S:23][C:22]([C:24]([O:26][CH2:27][CH3:28])=[O:25])=[N:21][C:20]=1[CH2:29][OH:30].C(O)(=[O:33])C.C(O)(=O)C.IC1C=CC=CC=1.CC1(C)N([O])C(C)(C)CCC1. Given the product [Cl:1][C:2]1[C:7]([Cl:8])=[C:6]([C:9]([OH:18])([C:10]([F:13])([F:11])[F:12])[C:14]([F:15])([F:16])[F:17])[CH:5]=[CH:4][C:3]=1[C:19]1[S:23][C:22]([C:24]([O:26][CH2:27][CH3:28])=[O:25])=[N:21][C:20]=1[C:29]([OH:33])=[O:30], predict the reactants needed to synthesize it. (3) Given the product [BrH:30].[F:29][C:3]1([F:2])[CH2:7][CH2:6][C@@H:5]([C@@:8]([OH:28])([C:22]2[CH:23]=[CH:24][CH:25]=[CH:26][CH:27]=2)[C:9]([O:11][CH2:12][CH2:13][CH:14]2[CH2:15][CH2:16][N:17]([CH:20]=[NH:21])[CH2:18][CH2:19]2)=[O:10])[CH2:4]1, predict the reactants needed to synthesize it. The reactants are: Cl.[F:2][C:3]1([F:29])[CH2:7][CH2:6][C@@H:5]([C@@:8]([OH:28])([C:22]2[CH:27]=[CH:26][CH:25]=[CH:24][CH:23]=2)[C:9]([O:11][CH2:12][CH2:13][CH:14]2[CH2:19][CH2:18][N:17]([CH:20]=[NH:21])[CH2:16][CH2:15]2)=[O:10])[CH2:4]1.[Br-:30].[Na+]. (4) Given the product [CH3:13][O:12][C:7]1[CH:6]=[C:5]([CH:4]2[CH2:1][CH:3]2[CH3:2])[CH:10]=[CH:9][C:8]=1[OH:11].[CH3:15][CH:16]1[CH2:14][CH:17]1[C:18]1[CH:23]=[CH:22][C:21]2[O:24][CH2:27][O:26][C:20]=2[CH:19]=1, predict the reactants needed to synthesize it. The reactants are: [CH:1]1([CH2:4][C:5]2[CH:10]=[CH:9][C:8]([OH:11])=[C:7]([O:12][CH3:13])[CH:6]=2)[CH2:3][CH2:2]1.[CH:14]1([CH2:17][C:18]2[CH:23]=[CH:22][C:21]([O:24]C)=[C:20]([O:26][CH3:27])[CH:19]=2)[CH2:16][CH2:15]1.C(C1C=CC=CC=1)=CC. (5) Given the product [F:1][C:2]([F:16])([F:15])[C:3]1[CH:14]=[CH:13][C:6]2[S:7][C:8]([C:10]([O:11][CH2:10][CH2:8][CH2:9][CH3:5])=[O:11])=[CH:9][C:5]=2[CH:4]=1, predict the reactants needed to synthesize it. The reactants are: [F:1][C:2]([F:16])([F:15])[C:3]1[CH:14]=[CH:13][C:6]2[S:7][C:8]([C:10](Cl)=[O:11])=[CH:9][C:5]=2[CH:4]=1. (6) Given the product [Cl:8][C:6]1[CH:5]=[CH:4][C:3]([OH:9])=[C:2]([NH:1][C:10](=[O:12])[CH3:11])[CH:7]=1, predict the reactants needed to synthesize it. The reactants are: [NH2:1][C:2]1[CH:7]=[C:6]([Cl:8])[CH:5]=[CH:4][C:3]=1[OH:9].[C:10](OC(=O)C)(=[O:12])[CH3:11]. (7) Given the product [CH3:1][C@@H:2]([NH:13][CH2:14][CH2:15][CH2:16][C:17]1[CH:18]=[CH:19][CH:20]=[C:21]([C:23]([F:24])([F:25])[F:26])[CH:22]=1)[C:3]1[CH:4]=[CH:5][CH:6]=[C:7]2[CH:12]=[CH:11][CH:10]=[CH:9][C:8]=12, predict the reactants needed to synthesize it. The reactants are: [CH3:1][C@@H:2]([NH:13][CH2:14][CH2:15][CH2:16][C:17]1[CH:18]=[CH:19][CH:20]=[C:21]([C:23]([F:26])([F:25])[F:24])[CH:22]=1)[C:3]1[CH:4]=[CH:5][CH:6]=[C:7]2[CH:12]=[CH:11][CH:10]=[CH:9][C:8]=12.Cl.C(=O)([O-])[O-].[Na+].[Na+].